This data is from Full USPTO retrosynthesis dataset with 1.9M reactions from patents (1976-2016). The task is: Predict the reactants needed to synthesize the given product. (1) Given the product [F:14][C:10]1[CH:9]=[C:8]([C:7]2[C:2]([N:27]3[CH2:32][CH2:31][N:30]([C:38]([O:37][C:34]([CH3:36])([CH3:35])[CH3:33])=[O:39])[CH2:29][CH2:28]3)=[C:3]3[CH:17]=[CH:16][N:15]([S:18]([C:21]4[CH:26]=[CH:25][CH:24]=[CH:23][CH:22]=4)(=[O:20])=[O:19])[C:4]3=[N:5][CH:6]=2)[CH:13]=[CH:12][CH:11]=1, predict the reactants needed to synthesize it. The reactants are: Cl[C:2]1[C:7]([C:8]2[CH:13]=[CH:12][CH:11]=[C:10]([F:14])[CH:9]=2)=[CH:6][N:5]=[C:4]2[N:15]([S:18]([C:21]3[CH:26]=[CH:25][CH:24]=[CH:23][CH:22]=3)(=[O:20])=[O:19])[CH:16]=[CH:17][C:3]=12.[NH:27]1[CH2:32][CH2:31][NH:30][CH2:29][CH2:28]1.[CH3:33][C:34]([O:37][C:38](O[C:38]([O:37][C:34]([CH3:36])([CH3:35])[CH3:33])=[O:39])=[O:39])([CH3:36])[CH3:35].O. (2) Given the product [Cl:1][C:2]1[CH:31]=[C:30]([N:32]([CH3:34])[CH3:33])[CH:29]=[CH:28][C:3]=1[CH2:4][N:5]1[C:9]2[CH:10]=[C:11]([O:15][CH2:16][C:17]3[CH:26]=[CH:25][CH:24]=[CH:23][C:18]=3[C:19]([OH:21])=[O:20])[CH:12]=[C:13]([CH3:14])[C:8]=2[N:7]=[C:6]1[CH3:27], predict the reactants needed to synthesize it. The reactants are: [Cl:1][C:2]1[CH:31]=[C:30]([N:32]([CH3:34])[CH3:33])[CH:29]=[CH:28][C:3]=1[CH2:4][N:5]1[C:9]2[CH:10]=[C:11]([O:15][CH2:16][C:17]3[CH:26]=[CH:25][CH:24]=[CH:23][C:18]=3[C:19]([O:21]C)=[O:20])[CH:12]=[C:13]([CH3:14])[C:8]=2[N:7]=[C:6]1[CH3:27].O1CCCC1.[OH-].[Na+].Cl. (3) Given the product [CH2:39]([N:42]([CH3:43])[CH2:12][CH2:11][CH2:10][CH2:9][C@H:6]1[CH2:5][CH2:4][C@H:3]([N:2]([CH3:1])[S:33]([C:30]2[CH:31]=[CH:32][C:27]([C:26]([F:38])([F:37])[F:25])=[CH:28][CH:29]=2)(=[O:35])=[O:34])[CH2:8][CH2:7]1)[CH:40]=[CH2:41], predict the reactants needed to synthesize it. The reactants are: [CH3:1][NH:2][C@H:3]1[CH2:8][CH2:7][C@H:6]([CH2:9][CH2:10][CH2:11][CH2:12]OS(C)(=O)=O)[CH2:5][CH2:4]1.FC(F)(F)C(O)=O.[F:25][C:26]([F:38])([F:37])[C:27]1[CH:32]=[CH:31][C:30]([S:33](Cl)(=[O:35])=[O:34])=[CH:29][CH:28]=1.[CH2:39]([NH:42][CH3:43])[CH:40]=[CH2:41]. (4) Given the product [CH2:1]([O:8][C:9](=[O:19])[NH:10][CH2:11][CH:12]1[CH2:17][CH2:16][CH:15]([N:18]2[CH2:30][CH2:29][CH2:28][CH2:27]2)[CH2:14][CH2:13]1)[C:2]1[CH:3]=[CH:4][CH:5]=[CH:6][CH:7]=1, predict the reactants needed to synthesize it. The reactants are: [CH2:1]([O:8][C:9](=[O:19])[NH:10][CH2:11][CH:12]1[CH2:17][CH2:16][CH:15]([NH2:18])[CH2:14][CH2:13]1)[C:2]1[CH:7]=[CH:6][CH:5]=[CH:4][CH:3]=1.C([O-])([O-])=O.[K+].[K+].Br[CH2:27][CH2:28][CH2:29][CH2:30]Br. (5) Given the product [Si:1]([O:8][C@@H:9]([CH3:15])[CH2:10][OH:11])([C:4]([CH3:7])([CH3:6])[CH3:5])([CH3:3])[CH3:2], predict the reactants needed to synthesize it. The reactants are: [Si:1]([O:8][C@@H:9]([CH3:15])[C:10](OCC)=[O:11])([C:4]([CH3:7])([CH3:6])[CH3:5])([CH3:3])[CH3:2].CO.[Li+].[BH4-]. (6) Given the product [O:57]=[S:2]1(=[O:1])[CH2:3][CH2:4][N:5]([CH2:8][CH2:9][NH:10][C@:11]23[CH2:53][CH2:52][C@@H:51]([CH:54]([CH3:55])[CH3:56])[C@@H:12]2[C@@H:13]2[C@@:26]([CH3:29])([CH2:27][CH2:28]3)[C@@:25]3([CH3:30])[C@@H:16]([C@:17]4([CH3:50])[C@@H:22]([CH2:23][CH2:24]3)[C:21]([CH3:32])([CH3:31])[C:20]([C:33]3[CH2:38][CH2:37][C@:36]([CH2:48][F:49])([C:39]([OH:41])=[O:40])[CH2:35][CH:34]=3)=[CH:19][CH2:18]4)[CH2:15][CH2:14]2)[CH2:6][CH2:7]1, predict the reactants needed to synthesize it. The reactants are: [O:1]=[S:2]1(=[O:57])[CH2:7][CH2:6][N:5]([CH2:8][CH2:9][NH:10][C@:11]23[CH2:53][CH2:52][C@@H:51]([CH:54]([CH3:56])[CH3:55])[C@@H:12]2[C@@H:13]2[C@@:26]([CH3:29])([CH2:27][CH2:28]3)[C@@:25]3([CH3:30])[C@@H:16]([C@:17]4([CH3:50])[C@@H:22]([CH2:23][CH2:24]3)[C:21]([CH3:32])([CH3:31])[C:20]([C:33]3[CH2:38][CH2:37][C@:36]([CH2:48][F:49])([C:39]([O:41]CC[Si](C)(C)C)=[O:40])[CH2:35][CH:34]=3)=[CH:19][CH2:18]4)[CH2:15][CH2:14]2)[CH2:4][CH2:3]1.CCCC[N+](CCCC)(CCCC)CCCC.[F-]. (7) Given the product [CH2:20]([O:5][C:4]([C:3]1([C:1]#[N:2])[CH2:18][CH2:17][CH2:16][CH2:15][CH2:14]1)=[O:6])[CH3:21], predict the reactants needed to synthesize it. The reactants are: [C:1]([CH2:3][C:4]([O-:6])=[O:5])#[N:2].C(=O)([O-])[O-].[Cs+].[Cs+].Br[CH2:14][CH2:15][CH2:16][CH2:17][CH2:18]Br.[C:20](OCC)(=O)[CH3:21].